From a dataset of Reaction yield outcomes from USPTO patents with 853,638 reactions. Predict the reaction yield, written as a fraction of the theoretical maximum amount of product (1.0 means a 100% yield; for example, 0.34 means a 34% yield). (1) The reactants are [OH-].[Na+].[F:3][C:4]1[C:13]([N:14](S(CCC)(=O)=O)[S:15]([CH2:18][CH2:19][CH3:20])(=[O:17])=[O:16])=[CH:12][CH:11]=[C:10]([F:27])[C:5]=1[C:6]([O:8]C)=[O:7]. The catalyst is C1COCC1.CO. The product is [F:3][C:4]1[C:13]([NH:14][S:15]([CH2:18][CH2:19][CH3:20])(=[O:16])=[O:17])=[CH:12][CH:11]=[C:10]([F:27])[C:5]=1[C:6]([OH:8])=[O:7]. The yield is 0.770. (2) The reactants are [Li]N1C(C)(C)CCCC1(C)C.CC1CCCN(C)C1(C)C.CN(CCN(C)C)C.[Li]CCCC.[NH:35]([C:42]1[N:43]([C:56]2[CH:61]=[CH:60][CH:59]=[CH:58][CH:57]=2)[C:44]2[C:49]([C:50](=[O:52])[CH:51]=1)=[CH:48][C:47]([F:53])=[C:46]([O:54][CH3:55])[N:45]=2)[C:36]1[CH:41]=[CH:40][CH:39]=[CH:38][CH:37]=1.[Br:62]C(Cl)(Cl)C(Cl)(Cl)Br. The catalyst is C1COCC1.O. The product is [NH:35]([C:42]1[N:43]([C:56]2[CH:61]=[CH:60][CH:59]=[CH:58][CH:57]=2)[C:44]2[C:49]([C:50](=[O:52])[CH:51]=1)=[C:48]([Br:62])[C:47]([F:53])=[C:46]([O:54][CH3:55])[N:45]=2)[C:36]1[CH:41]=[CH:40][CH:39]=[CH:38][CH:37]=1. The yield is 0.160. (3) The reactants are F[P-](F)(F)(F)(F)F.N1(O[P+](N(C)C)(N(C)C)N(C)C)C2C=CC=CC=2N=N1.[CH3:28][C:29]1[CH:38]=[C:37]2[C:32]([C:33]([N:46]3[CH2:51][CH2:50][NH:49][CH2:48][CH2:47]3)=[N:34][C:35]([C:39]3[CH:44]=[CH:43][CH:42]=[CH:41][C:40]=3[OH:45])=[N:36]2)=[CH:31][CH:30]=1.[OH:52][C@H:53]([CH2:57][CH:58]([CH3:60])[CH3:59])[C:54](O)=[O:55].C(N(CC)CC)C. The catalyst is CN(C=O)C. The product is [OH:52][C@H:53]([CH2:57][CH:58]([CH3:60])[CH3:59])[C:54]([N:49]1[CH2:50][CH2:51][N:46]([C:33]2[C:32]3[C:37](=[CH:38][C:29]([CH3:28])=[CH:30][CH:31]=3)[N:36]=[C:35]([C:39]3[CH:44]=[CH:43][CH:42]=[CH:41][C:40]=3[OH:45])[N:34]=2)[CH2:47][CH2:48]1)=[O:55]. The yield is 0.600. (4) The reactants are [C:1]([C:5]1[N:10]=[C:9]([N:11]2[CH2:16][CH2:15][N:14]([CH2:17][CH2:18][CH2:19][CH2:20][NH2:21])[CH2:13][CH2:12]2)[CH:8]=[C:7]([C:22]([F:25])([F:24])[F:23])[N:6]=1)([CH3:4])([CH3:3])[CH3:2].C1N=CN([C:31](N2C=NC=C2)=[O:32])C=1.[C:38]([C:40]1[CH:45]=[CH:44][CH:43]=[CH:42][C:41]=1[N:46]1[CH2:51][CH2:50][NH:49][CH2:48][CH2:47]1)#[N:39]. The catalyst is C(Cl)(Cl)Cl.CO. The product is [C:1]([C:5]1[N:10]=[C:9]([N:11]2[CH2:16][CH2:15][N:14]([CH2:17][CH2:18][CH2:19][CH2:20][NH:21][C:31]([N:49]3[CH2:50][CH2:51][N:46]([C:41]4[CH:42]=[CH:43][CH:44]=[CH:45][C:40]=4[C:38]#[N:39])[CH2:47][CH2:48]3)=[O:32])[CH2:13][CH2:12]2)[CH:8]=[C:7]([C:22]([F:24])([F:25])[F:23])[N:6]=1)([CH3:4])([CH3:2])[CH3:3]. The yield is 0.320. (5) The reactants are CCN(C(C)C)C(C)C.C1C=CC2N(O)N=NC=2C=1.CCN=C=NCCCN(C)C.[S:31]1[C:35]2[CH:36]=[CH:37][CH:38]=[CH:39][C:34]=2[N:33]=[C:32]1[S:40][CH2:41][C:42]([OH:44])=O.[NH:45]1[CH2:51][CH2:50][CH2:49][C:48](=[O:52])[C:47]2[CH:53]=[CH:54][CH:55]=[CH:56][C:46]1=2. The catalyst is C(Cl)Cl. The product is [S:31]1[C:35]2[CH:36]=[CH:37][CH:38]=[CH:39][C:34]=2[N:33]=[C:32]1[S:40][CH2:41][C:42]([N:45]1[CH2:51][CH2:50][CH2:49][C:48](=[O:52])[C:47]2[CH:53]=[CH:54][CH:55]=[CH:56][C:46]1=2)=[O:44]. The yield is 0.290. (6) The catalyst is C1(C)C=CC=CC=1.CCCCCC. The product is [CH2:1]([N:8]1[CH2:12][CH:11]([O:13][CH2:29][CH2:30][CH2:31][CH2:32][CH2:33][CH2:34][CH2:35][CH3:36])[CH:10]([O:14][CH2:48][CH2:49][CH2:50][CH2:51][CH2:52][CH2:53][CH2:54][CH2:55]/[CH:56]=[CH:57]\[CH2:58]/[CH:59]=[CH:60]\[CH2:61][CH2:62][CH2:63][CH2:64][CH3:65])[CH2:9]1)[C:2]1[CH:3]=[CH:4][CH:5]=[CH:6][CH:7]=1. The reactants are [CH2:1]([N:8]1[CH2:12][CH:11]([OH:13])[CH:10]([OH:14])[CH2:9]1)[C:2]1[CH:7]=[CH:6][CH:5]=[CH:4][CH:3]=1.C(N(CC)CC)C.[H-].[Na+].S(O[CH2:29][CH2:30][CH2:31][CH2:32][CH2:33][CH2:34][CH2:35][CH3:36])(=O)(=O)C.C([O-])([O-])=O.[K+].[K+].S(O[C:48](=O)[CH2:49][CH2:50][CH2:51][CH2:52][CH2:53][CH2:54][CH2:55]/[CH:56]=[CH:57]\[CH2:58]/[CH:59]=[CH:60]\[CH2:61][CH2:62][CH2:63][CH2:64][CH3:65])(=O)(=O)C. The yield is 0.330.